This data is from Full USPTO retrosynthesis dataset with 1.9M reactions from patents (1976-2016). The task is: Predict the reactants needed to synthesize the given product. (1) Given the product [CH2:21]([O:20][C:18](=[O:19])[NH:17][C:12]1([CH2:15][F:16])[CH2:11][CH2:10][NH:9][CH2:14][CH2:13]1)[C:22]1[CH:27]=[CH:26][CH:25]=[CH:24][CH:23]=1, predict the reactants needed to synthesize it. The reactants are: Cl.C(OC([N:9]1[CH2:14][CH2:13][C:12]([NH:17][C:18]([O:20][CH2:21][C:22]2[CH:27]=[CH:26][CH:25]=[CH:24][CH:23]=2)=[O:19])([CH2:15][F:16])[CH2:11][CH2:10]1)=O)(C)(C)C.C(OCC)C. (2) Given the product [Cl:25][C:12]1[C:10]2[O:11][C:7]3[CH2:6][CH2:5][NH:4][CH:3]([C:33]([O:40][CH2:37][CH3:43])=[O:35])[C:8]=3[C:9]=2[CH:15]=[C:14]([S:16]([C:19]2[CH:24]=[CH:23][CH:22]=[CH:21][CH:20]=2)(=[O:18])=[O:17])[CH:13]=1, predict the reactants needed to synthesize it. The reactants are: C([C:3]1([C:33]([O-:35])=O)[C:8]2[C:9]3[CH:15]=[C:14]([S:16]([C:19]4[CH:24]=[CH:23][CH:22]=[CH:21][CH:20]=4)(=[O:18])=[O:17])[CH:13]=[C:12]([Cl:25])[C:10]=3[O:11][C:7]=2[CH2:6][CH2:5][N:4]1C(OC(C)(C)C)=O)C.Cl.[C:37](=[O:40])(O)[O-].[Na+].Cl[CH2:43]Cl. (3) The reactants are: [CH3:1][CH:2]([S:25]([NH2:28])(=[O:27])=[O:26])[CH2:3][CH2:4][CH2:5][N:6]1[C:18]2[C:17]3[CH:16]=[CH:15][C:14](Br)=[CH:13][C:12]=3[N:11]=[C:10]([NH2:20])[C:9]=2[N:8]=[C:7]1[CH2:21][O:22][CH2:23][CH3:24].B1([C:35]2[CH:40]=[CH:39][CH:38]=[N:37][CH:36]=2)OCCCO1.C1(P(C2C=CC=CC=2)C2C=CC=CC=2)C=CC=CC=1. Given the product [CH3:1][CH:2]([S:25]([NH2:28])(=[O:27])=[O:26])[CH2:3][CH2:4][CH2:5][N:6]1[C:18]2[C:17]3[CH:16]=[CH:15][C:14]([C:35]4[CH:36]=[N:37][CH:38]=[CH:39][CH:40]=4)=[CH:13][C:12]=3[N:11]=[C:10]([NH2:20])[C:9]=2[N:8]=[C:7]1[CH2:21][O:22][CH2:23][CH3:24], predict the reactants needed to synthesize it. (4) Given the product [CH:1]([C:4]1[N:8]2[CH:9]=[C:10]([C:13]#[CH:14])[CH:11]=[CH:12][C:7]2=[N:6][N:5]=1)([CH3:3])[CH3:2], predict the reactants needed to synthesize it. The reactants are: [CH:1]([C:4]1[N:8]2[CH:9]=[C:10]([C:13]#[C:14][Si](C)(C)C)[CH:11]=[CH:12][C:7]2=[N:6][N:5]=1)([CH3:3])[CH3:2].C(=O)([O-])[O-].[K+].[K+]. (5) Given the product [NH2:25][C:11]1[C:10]([C:8]2[S:9][C:5]3[CH:4]=[CH:3][C:2]([NH:1][C:28]([NH:27][C:30]4[CH:35]=[CH:34][CH:33]=[CH:32][CH:31]=4)=[O:29])=[CH:26][C:6]=3[CH:7]=2)=[CH:15][C:14]([B:16]2[O:20][C:19]([CH3:22])([CH3:21])[C:18]([CH3:24])([CH3:23])[O:17]2)=[CH:13][N:12]=1, predict the reactants needed to synthesize it. The reactants are: [NH2:1][C:2]1[CH:3]=[CH:4][C:5]2[S:9][C:8]([C:10]3[C:11]([NH2:25])=[N:12][CH:13]=[C:14]([B:16]4[O:20][C:19]([CH3:22])([CH3:21])[C:18]([CH3:24])([CH3:23])[O:17]4)[CH:15]=3)=[CH:7][C:6]=2[CH:26]=1.[N:27]([C:30]1[CH:35]=[CH:34][CH:33]=[CH:32][CH:31]=1)=[C:28]=[O:29]. (6) Given the product [ClH:35].[CH:1]1([C:4]([C:6]2[CH:7]=[N:8][C:9]3[C:14]([C:15]=2[NH:16][C@H:17]2[CH2:18][CH2:19][C@H:20]([CH2:23][N:24]4[CH2:28][CH2:27][CH2:26][CH2:25]4)[CH2:21][CH2:22]2)=[CH:13][C:12]([C:29]2[CH:34]=[C:33]([Cl:35])[C:32]([OH:36])=[C:31]([Cl:37])[CH:30]=2)=[CH:11][CH:10]=3)=[O:5])[CH2:2][CH2:3]1, predict the reactants needed to synthesize it. The reactants are: [CH:1]1([C:4]([C:6]2[CH:7]=[N:8][C:9]3[C:14]([C:15]=2[NH:16][C@H:17]2[CH2:22][CH2:21][C@H:20]([CH2:23][N:24]4[CH2:28][CH2:27][CH2:26][CH2:25]4)[CH2:19][CH2:18]2)=[CH:13][C:12]([C:29]2[CH:34]=[C:33]([Cl:35])[C:32]([OH:36])=[C:31]([Cl:37])[CH:30]=2)=[CH:11][CH:10]=3)=[O:5])[CH2:3][CH2:2]1.Cl.O. (7) Given the product [CH2:18]([O:17][C:15]([N:9]1[CH2:10][CH:11]2[C@@:7]([C:5]([OH:6])=[O:4])([CH2:13][CH:12]2[CH3:14])[CH2:8]1)=[O:16])[C:19]1[CH:24]=[CH:23][CH:22]=[CH:21][CH:20]=1, predict the reactants needed to synthesize it. The reactants are: [OH-].[Na+].C[O:4][C:5]([C@@:7]12[CH2:13][CH:12]([CH3:14])[CH:11]1[CH2:10][N:9]([C:15]([O:17][CH2:18][C:19]1[CH:24]=[CH:23][CH:22]=[CH:21][CH:20]=1)=[O:16])[CH2:8]2)=[O:6].Cl. (8) The reactants are: C([O:3][C:4](=[O:31])[CH2:5][S:6][C:7]1[S:11][C:10]([NH:12][C:13]([N:15](CC2CCCC2)[C:16]2[CH:21]=[CH:20][C:19]([F:22])=[C:18]([F:23])[C:17]=2[F:24])=[O:14])=[N:9][CH:8]=1)C.[CH:32]1(N(C2C=CC(S(C)(=O)=O)=CC=2)C(=O)N(C)C2SC=C(CC(O)=O)N=2)[CH2:36][CH2:35][CH2:34][CH2:33]1.[CH:61]1(CNC2C=CC(F)=C(F)C=2F)CCCC1.C(OC(=O)CSC1SC(N)=NC=1)C. Given the product [CH:32]1([N:15]([C:16]2[CH:21]=[CH:20][C:19]([F:22])=[C:18]([F:23])[C:17]=2[F:24])[C:13](=[O:14])[N:12]([CH3:61])[C:10]2[S:11][C:7]([S:6][CH2:5][C:4]([OH:3])=[O:31])=[CH:8][N:9]=2)[CH2:36][CH2:35][CH2:34][CH2:33]1, predict the reactants needed to synthesize it. (9) Given the product [CH2:1]([C:5]1[CH:13]=[CH:12][C:8]([C:9]([NH2:11])=[O:10])=[CH:7][C:6]=1[N:14]=[C:31]=[S:32])[CH:2]([CH3:4])[CH3:3], predict the reactants needed to synthesize it. The reactants are: [CH2:1]([C:5]1[CH:13]=[CH:12][C:8]([C:9]([NH2:11])=[O:10])=[CH:7][C:6]=1[N+:14]([O-])=O)[CH:2]([CH3:4])[CH3:3].C(OC1C=CC(C(N)=O)=CC=1N=[C:31]=[S:32])(C)C.C(Cl)(Cl)=S.